From a dataset of Reaction yield outcomes from USPTO patents with 853,638 reactions. Predict the reaction yield, written as a fraction of the theoretical maximum amount of product (1.0 means a 100% yield; for example, 0.34 means a 34% yield). (1) The reactants are [CH3:1][CH:2]([C@H:4]1[CH:8]2[CH:9]3[C@@:22]([CH3:25])([CH2:23][CH2:24][C@@:7]2([C:31]([OH:33])=[O:32])[CH2:6][CH2:5]1)[C@@:21]1([CH3:26])[CH:12]([C@:13]2([CH3:30])[CH:18]([CH2:19][CH2:20]1)[C:17]([CH3:28])([CH3:27])[C@@H:16]([OH:29])[CH2:15][CH2:14]2)[CH2:11][CH2:10]3)[CH3:3].C(Cl)(Cl)Cl.[CH3:38][OH:39]. No catalyst specified. The product is [CH3:3][CH:2]([C@H:4]1[C@@H:8]2[C@@H:9]3[C@@:22]([CH3:25])([CH2:23][CH2:24][C@@:7]2([C:31]([OH:33])=[O:32])[CH2:6][CH2:5]1)[C@@:21]1([CH3:26])[C@@H:12]([C@:13]2([CH3:30])[C@@H:18]([CH2:19][CH2:20]1)[C:17]([CH3:28])([CH3:27])[C@@H:16]([O:29][C:38]([CH2:6][C:7]([C:31]([OH:33])=[O:32])([CH3:24])[CH3:8])=[O:39])[CH2:15][CH2:14]2)[CH2:11][CH2:10]3)[CH3:1]. The yield is 0.245. (2) The catalyst is C(#N)C. The yield is 0.960. The product is [CH:34]1[C:35]2[C:10](=[CH:11][C:2]([O:1][C:19](=[O:28])[N:20]([CH3:27])[C:21]3[CH:22]=[CH:23][CH:24]=[CH:25][CH:26]=3)=[CH:3][CH:4]=2)[CH:33]=[CH:32][N:31]=1. The reactants are [OH:1][C:2]1[CH:3]=[C:4]2C(=[CH:10][CH:11]=1)N=CC=C2.[I-].C[N+]1C=CN([C:19](=[O:28])[N:20]([CH3:27])[C:21]2[CH:26]=[CH:25][CH:24]=[CH:23][CH:22]=2)C=1.C([N:31]([CH2:34][CH3:35])[CH2:32][CH3:33])C. (3) The reactants are [CH2:1]([C:3]12[CH2:31][CH2:30][C:25]3(OCC[O:26]3)[CH2:24][CH:4]1[CH2:5][CH2:6][O:7][C:8]1[C:9]2=[CH:10][C:11]2[CH:12]=[N:13][N:14]([C:17]3[CH:22]=[CH:21][N:20]=[C:19]([CH3:23])[CH:18]=3)[C:15]=2[CH:16]=1)[CH3:2].CC1C=CC(S(O)(=O)=O)=CC=1. The yield is 1.01. The product is [CH2:1]([C@:3]12[CH2:31][CH2:30][C:25](=[O:26])[CH2:24][C@H:4]1[CH2:5][CH2:6][O:7][C:8]1[C:9]2=[CH:10][C:11]2[CH:12]=[N:13][N:14]([C:17]3[CH:22]=[CH:21][N:20]=[C:19]([CH3:23])[CH:18]=3)[C:15]=2[CH:16]=1)[CH3:2]. The catalyst is CC(C)=O. (4) The reactants are [CH3:1][C:2]1[CH:3]=[CH:4][C:5]([N+:10]([O-:12])=[O:11])=[C:6]([CH2:8][OH:9])[CH:7]=1.[Cr](O[Cr]([O-])(=O)=O)([O-])(=O)=O.[NH+]1C=CC=CC=1.[NH+]1C=CC=CC=1. The catalyst is ClCCl. The product is [CH3:1][C:2]1[CH:3]=[CH:4][C:5]([N+:10]([O-:12])=[O:11])=[C:6]([CH:7]=1)[CH:8]=[O:9]. The yield is 0.790. (5) The reactants are [CH2:1]([Mg]Cl)[C:2]1[CH:7]=[CH:6][CH:5]=[CH:4][CH:3]=1.Cl[C:11]1[C:16]([CH:17]([CH2:22][CH2:23][CH3:24])[C:18]([O:20][CH3:21])=[O:19])=[C:15]([CH3:25])[N:14]=[C:13]([C:26]2[CH:31]=[CH:30][CH:29]=[CH:28][CH:27]=2)[N:12]=1.ClCCl.C([Zn])C1C=CC=CC=1. The catalyst is O1CCCC1.O.[Cl-].[Zn+2].[Cl-]. The product is [CH2:1]([C:11]1[C:16]([CH:17]([CH2:22][CH2:23][CH3:24])[C:18]([O:20][CH3:21])=[O:19])=[C:15]([CH3:25])[N:14]=[C:13]([C:26]2[CH:27]=[CH:28][CH:29]=[CH:30][CH:31]=2)[N:12]=1)[C:2]1[CH:7]=[CH:6][CH:5]=[CH:4][CH:3]=1. The yield is 0.810. (6) The reactants are [CH2:1]([N:3]([CH2:22][CH3:23])[C:4]1[CH:21]=[CH:20][C:7]2[CH2:8][N:9](C(OC(C)(C)C)=O)[CH2:10][CH2:11][O:12][C:6]=2[CH:5]=1)[CH3:2].C(OCC)(=O)C.[ClH:30]. No catalyst specified. The product is [ClH:30].[ClH:30].[CH2:22]([N:3]([CH2:1][CH3:2])[C:4]1[CH:21]=[CH:20][C:7]2[CH2:8][NH:9][CH2:10][CH2:11][O:12][C:6]=2[CH:5]=1)[CH3:23]. The yield is 0.629.